This data is from Reaction yield outcomes from USPTO patents with 853,638 reactions. The task is: Predict the reaction yield, written as a fraction of the theoretical maximum amount of product (1.0 means a 100% yield; for example, 0.34 means a 34% yield). (1) The catalyst is ClCCCl. The reactants are [NH2:1][CH2:2][C@@H:3]1[C@H:7]2[O:8][C:9]([CH3:12])([CH3:11])[O:10][C@H:6]2[C@H:5]([N:13]2[C:17]3[N:18]=[CH:19][N:20]=[C:21]([NH:22][CH:23]4[CH2:25][CH2:24]4)[C:16]=3[CH:15]=[CH:14]2)[CH2:4]1.[CH3:26][C:27](=O)[CH3:28].C(O[BH-](OC(=O)C)OC(=O)C)(=O)C.[Na+]. The yield is 1.00. The product is [CH3:12][C:9]1([CH3:11])[O:8][C@@H:7]2[C@@H:3]([CH2:2][NH:1][CH:27]([CH3:28])[CH3:26])[CH2:4][C@@H:5]([N:13]3[C:17]4[N:18]=[CH:19][N:20]=[C:21]([NH:22][CH:23]5[CH2:25][CH2:24]5)[C:16]=4[CH:15]=[CH:14]3)[C@@H:6]2[O:10]1. (2) The reactants are [C:1]([O:4][CH2:5][C:6]1[C:11]([N:12]2[CH2:24][CH2:23][C:22]3[N:21]4[C:16]([CH2:17][CH2:18][CH2:19][CH2:20]4)=[CH:15][C:14]=3[C:13]2=[O:25])=[CH:10][C:9]([F:26])=[CH:8][C:7]=1Br)(=[O:3])[CH3:2].[B:28]1([B:28]2[O:32][C:31]([CH3:34])([CH3:33])[C:30]([CH3:36])([CH3:35])[O:29]2)[O:32][C:31]([CH3:34])([CH3:33])[C:30]([CH3:36])([CH3:35])[O:29]1.C([O-])(=O)C.[K+]. The catalyst is C1C=CC(P(C2C=CC=CC=2)[C-]2C=CC=C2)=CC=1.C1C=CC(P(C2C=CC=CC=2)[C-]2C=CC=C2)=CC=1.Cl[Pd]Cl.[Fe+2].O1CCOCC1. The product is [C:1]([O:4][CH2:5][C:6]1[C:7]([B:28]2[O:32][C:31]([CH3:34])([CH3:33])[C:30]([CH3:36])([CH3:35])[O:29]2)=[CH:8][C:9]([F:26])=[CH:10][C:11]=1[N:12]1[CH2:24][CH2:23][C:22]2[N:21]3[C:16]([CH2:17][CH2:18][CH2:19][CH2:20]3)=[CH:15][C:14]=2[C:13]1=[O:25])(=[O:3])[CH3:2]. The yield is 1.08. (3) The reactants are [NH2:1][C:2]1[CH:3]=[CH:4][C:5]([F:19])=[C:6]([C@:8]2([CH3:18])[CH2:14][C:13]([CH3:16])([CH3:15])[O:12][CH2:11][C:10](=[S:17])[NH:9]2)[CH:7]=1.[F:20][CH:21]([F:32])[O:22][C:23]1[CH:24]=[CH:25][C:26]([C:29](O)=[O:30])=[N:27][CH:28]=1. No catalyst specified. The product is [F:19][C:5]1[CH:4]=[CH:3][C:2]([NH:1][C:29]([C:26]2[CH:25]=[CH:24][C:23]([O:22][CH:21]([F:32])[F:20])=[CH:28][N:27]=2)=[O:30])=[CH:7][C:6]=1[C@:8]1([CH3:18])[CH2:14][C:13]([CH3:16])([CH3:15])[O:12][CH2:11][C:10](=[S:17])[NH:9]1. The yield is 0.820. (4) The reactants are [CH3:1][O:2][C:3]1[CH:8]=[CH:7][C:6]([N:9]2[C:17]3[C:12](=[CH:13][CH:14]=[CH:15][CH:16]=3)[CH:11]=[CH:10]2)=[CH:5][CH:4]=1.N1C2C(=CC=CC=2)C=C1.[CH3:27][S:28]N1C(=O)C2C(=CC=CC=2)C1=O.[Br-].[Mg+2].[Br-].[OH-].[Na+]. The catalyst is CC(N(C)C)=O.CCOC(C)=O. The product is [CH3:1][O:2][C:3]1[CH:4]=[CH:5][C:6]([N:9]2[C:17]3[C:12](=[CH:13][CH:14]=[CH:15][CH:16]=3)[C:11]([S:28][CH3:27])=[CH:10]2)=[CH:7][CH:8]=1. The yield is 0.800. (5) The reactants are [Cl:1][C:2]1[C:10]2[S:9][C:8]([S:11]([NH:14][C:15]3[CH:16]=[C:17]([CH:21]=[CH:22][CH:23]=3)[C:18]([OH:20])=[O:19])(=[O:13])=[O:12])=[C:7]([CH3:24])[C:6]=2[CH:5]=[CH:4][CH:3]=1.CO.[C:27](N1C=CN=C1)(N1C=CN=C1)=O. No catalyst specified. The product is [Cl:1][C:2]1[C:10]2[S:9][C:8]([S:11]([NH:14][C:15]3[CH:16]=[C:17]([CH:21]=[CH:22][CH:23]=3)[C:18]([O:20][CH3:27])=[O:19])(=[O:12])=[O:13])=[C:7]([CH3:24])[C:6]=2[CH:5]=[CH:4][CH:3]=1. The yield is 0.740. (6) The reactants are C[O:2][C:3]1[N:8]=[CH:7][C:6]([N:9]2[CH2:14][CH2:13][C:12]([CH3:16])([CH3:15])[CH2:11][CH2:10]2)=[CH:5][CH:4]=1.Cl.N1C=CC=CC=1.[OH-].[Na+]. The catalyst is O. The product is [CH3:15][C:12]1([CH3:16])[CH2:11][CH2:10][N:9]([C:6]2[CH:7]=[N:8][C:3]([OH:2])=[CH:4][CH:5]=2)[CH2:14][CH2:13]1. The yield is 0.720. (7) The reactants are [F:1][C:2]1[C:3]([C:22]([F:25])([F:24])[F:23])=[C:4]([C:9]2[CH2:14][CH2:13][N:12]([C:15]([O:17][C:18]([CH3:21])([CH3:20])[CH3:19])=[O:16])[CH2:11][CH:10]=2)[CH:5]=[C:6]([F:8])[CH:7]=1. The catalyst is CCO.[Pd]. The product is [F:1][C:2]1[C:3]([C:22]([F:24])([F:25])[F:23])=[C:4]([CH:9]2[CH2:14][CH2:13][N:12]([C:15]([O:17][C:18]([CH3:21])([CH3:20])[CH3:19])=[O:16])[CH2:11][CH2:10]2)[CH:5]=[C:6]([F:8])[CH:7]=1. The yield is 0.820. (8) The reactants are [C:1]([NH:6][C:7]1[NH:8][C:9](=[O:42])[C:10]2[N:11]=[CH:12][N:13]([C@@H:16]3[O:28][C@H:27]([CH2:29][O:30][C:31]4(C(=O)C(C)C)[CH2:36][CH2:35][CH2:34][CH2:33][O:32]4)[C@@H:19]([O:20][CH:21]4[CH2:26][CH2:25][CH2:24][CH2:23][O:22]4)[C@@H:17]3[OH:18])[C:14]=2[N:15]=1)(=[O:5])[CH:2]([CH3:4])[CH3:3].[OH-].[Na+].C(O)(=O)C.C([O-])(O)=O.[Na+]. The catalyst is N1C=CC=CC=1.CO.O.CCO.CO. The product is [C:1]([NH:6][C:7]1[NH:8][C:9](=[O:42])[C:10]2[N:11]=[CH:12][N:13]([C@@H:16]3[O:28][C@H:27]([CH2:29][O:30][CH:31]4[CH2:36][CH2:35][CH2:34][CH2:33][O:32]4)[C@@H:19]([O:20][CH:21]4[CH2:26][CH2:25][CH2:24][CH2:23][O:22]4)[C@@H:17]3[OH:18])[C:14]=2[N:15]=1)(=[O:5])[CH:2]([CH3:4])[CH3:3]. The yield is 0.783. (9) The yield is 0.960. The reactants are C(OC(=O)[NH:10][C:11]1[CH:16]=[CH:15][C:14]([C:17]([CH3:20])([CH3:19])[CH3:18])=[C:13]([NH:21][CH:22]=[O:23])[CH:12]=1)C1C=CC=CC=1.CO. The product is [NH2:10][C:11]1[CH:16]=[CH:15][C:14]([C:17]([CH3:20])([CH3:19])[CH3:18])=[C:13]([NH:21][CH:22]=[O:23])[CH:12]=1. The catalyst is [Pd].C(Cl)Cl. (10) The product is [CH2:1]([O:3][C:4]1[CH:5]=[C:6]([N:13]2[CH2:14][CH2:15][N:16]([CH2:20][CH2:19][S:21]([CH3:24])(=[O:23])=[O:22])[CH2:17][CH2:18]2)[CH:7]=[CH:8][C:9]=1[N+:10]([O-:12])=[O:11])[CH3:2]. The catalyst is O1CCOCC1. The yield is 0.790. The reactants are [CH2:1]([O:3][C:4]1[CH:5]=[C:6]([N:13]2[CH2:18][CH2:17][NH:16][CH2:15][CH2:14]2)[CH:7]=[CH:8][C:9]=1[N+:10]([O-:12])=[O:11])[CH3:2].[CH:19]([S:21]([CH3:24])(=[O:23])=[O:22])=[CH2:20].